Dataset: Forward reaction prediction with 1.9M reactions from USPTO patents (1976-2016). Task: Predict the product of the given reaction. Given the reactants [CH:1]1([OH:5])[CH2:4][CH2:3][CH2:2]1.[H-].[Na+].[Br:8][C:9]1[CH:10]=[N:11][C:12](Cl)=[N:13][CH:14]=1, predict the reaction product. The product is: [Br:8][C:9]1[CH:10]=[N:11][C:12]([O:5][CH:1]2[CH2:4][CH2:3][CH2:2]2)=[N:13][CH:14]=1.